Dataset: Full USPTO retrosynthesis dataset with 1.9M reactions from patents (1976-2016). Task: Predict the reactants needed to synthesize the given product. (1) Given the product [Cl:1][C:2]1[N:7]=[C:6]([C:8](=[NH:9])[O:12][CH3:11])[CH:5]=[CH:4][CH:3]=1, predict the reactants needed to synthesize it. The reactants are: [Cl:1][C:2]1[N:7]=[C:6]([C:8]#[N:9])[CH:5]=[CH:4][CH:3]=1.[Na].[CH3:11][OH:12]. (2) Given the product [N:27]12[CH2:32][CH2:31][CH:30]([CH2:29][CH2:28]1)[C@@:25]1([O:33][C:2]([NH:1][C:4]3[CH:11]=[C:10]([CH3:12])[C:7]([C:8]#[N:9])=[C:6]([CH3:13])[N:5]=3)=[N:23][CH2:24]1)[CH2:26]2, predict the reactants needed to synthesize it. The reactants are: [N:1]([C:4]1[CH:11]=[C:10]([CH3:12])[C:7]([C:8]#[N:9])=[C:6]([CH3:13])[N:5]=1)=[C:2]=S.C(N(CC)CC)C.Cl.Cl.[NH2:23][CH2:24][C:25]1([OH:33])[CH:30]2[CH2:31][CH2:32][N:27]([CH2:28][CH2:29]2)[CH2:26]1.C(N=C=NC(C)C)(C)C. (3) Given the product [OH:31][CH2:30][CH2:29][O:28][CH2:27][CH2:26][NH:25][C:19]([C:17]1[CH:16]=[CH:15][C:13]2[N:14]=[C:10]([NH:9][C:7]3[S:8][C:4]4[CH:3]=[C:2]([Cl:1])[CH:24]=[CH:23][C:5]=4[N:6]=3)[N:11]([CH3:22])[C:12]=2[CH:18]=1)=[O:20], predict the reactants needed to synthesize it. The reactants are: [Cl:1][C:2]1[CH:24]=[CH:23][C:5]2[N:6]=[C:7]([NH:9][C:10]3[N:11]([CH3:22])[C:12]4[CH:18]=[C:17]([C:19](O)=[O:20])[CH:16]=[CH:15][C:13]=4[N:14]=3)[S:8][C:4]=2[CH:3]=1.[NH2:25][CH2:26][CH2:27][O:28][CH2:29][CH2:30][OH:31].CN(C(ON1N=NC2C=CC=CC1=2)=[N+](C)C)C.F[P-](F)(F)(F)(F)F.CCN(C(C)C)C(C)C. (4) Given the product [Br:18][C:8]1[CH:7]=[CH:6][C:5]([NH2:10])=[C:4]([N+:1]([O-:3])=[O:2])[CH:9]=1, predict the reactants needed to synthesize it. The reactants are: [N+:1]([C:4]1[CH:9]=[CH:8][CH:7]=[CH:6][C:5]=1[NH2:10])([O-:3])=[O:2].C1C(=O)N([Br:18])C(=O)C1.O. (5) The reactants are: Br[C:2]1[C:6]2[CH2:7][N:8]([C:11]([O:13][C:14]([CH3:17])([CH3:16])[CH3:15])=[O:12])[CH2:9][CH2:10][C:5]=2[N:4]([CH:18]2[CH2:23][CH2:22][O:21][CH2:20][CH2:19]2)[N:3]=1.[NH:24]1[C:33]2[C:28](=[CH:29][CH:30]=[C:31]([C:34]#[N:35])[CH:32]=2)[CH2:27][CH2:26][CH2:25]1.C(O[Na])(C)(C)C. Given the product [C:34]([C:31]1[CH:32]=[C:33]2[C:28]([CH2:27][CH2:26][CH2:25][N:24]2[C:2]2[C:6]3[CH2:7][N:8]([C:11]([O:13][C:14]([CH3:17])([CH3:16])[CH3:15])=[O:12])[CH2:9][CH2:10][C:5]=3[N:4]([CH:18]3[CH2:23][CH2:22][O:21][CH2:20][CH2:19]3)[N:3]=2)=[CH:29][CH:30]=1)#[N:35], predict the reactants needed to synthesize it.